This data is from Forward reaction prediction with 1.9M reactions from USPTO patents (1976-2016). The task is: Predict the product of the given reaction. (1) Given the reactants C(OCCS[C:8]1[N:9]=[C:10]2[S:16][C:15]([C:17]3[N:18]=[N:19][N:20]([CH2:22][C:23]4[CH:28]=[C:27]([Cl:29])[C:26]([Cl:30])=[C:25]([Cl:31])[CH:24]=4)[CH:21]=3)=[N:14][C:11]2=[N:12][CH:13]=1)(=O)C.[OH-:32].[Na+], predict the reaction product. The product is: [Cl:29][C:27]1[CH:28]=[C:23]([CH:24]=[C:25]([Cl:31])[C:26]=1[Cl:30])[CH2:22][N:20]1[CH:21]=[C:17]([C:15]2[S:16][C:10]3[C:11]([N:14]=2)=[N:12][CH:13]=[C:8]([OH:32])[N:9]=3)[N:18]=[N:19]1. (2) Given the reactants Br[C:2]1[C:3]([C:23]([N:25]2[CH2:30][CH2:29][O:28][CH2:27][CH2:26]2)=[O:24])=[CH:4][C:5]2[O:9][C:8]([C:16]3[CH:21]=[CH:20][CH:19]=[CH:18][CH:17]=3)([C:10]3[CH:15]=[CH:14][CH:13]=[CH:12][CH:11]=3)[O:7][C:6]=2[CH:22]=1.[Cu](C#N)[C:32]#[N:33], predict the reaction product. The product is: [N:25]1([C:23]([C:3]2[C:2]([C:32]#[N:33])=[CH:22][C:6]3[O:7][C:8]([C:16]4[CH:17]=[CH:18][CH:19]=[CH:20][CH:21]=4)([C:10]4[CH:15]=[CH:14][CH:13]=[CH:12][CH:11]=4)[O:9][C:5]=3[CH:4]=2)=[O:24])[CH2:26][CH2:27][O:28][CH2:29][CH2:30]1. (3) The product is: [Br:1][C:2]1[CH:7]=[CH:6][C:5]([C:8]2([O:10][CH2:11][C:12]3[CH:13]=[CH:14][CH:15]=[CH:16][CH:17]=3)[CH2:19][CH2:9]2)=[C:4]([CH3:18])[CH:3]=1. Given the reactants [Br:1][C:2]1[CH:7]=[CH:6][C:5]([C:8]([O:10][CH2:11][C:12]2[CH:17]=[CH:16][CH:15]=[CH:14][CH:13]=2)=[CH2:9])=[C:4]([CH3:18])[CH:3]=1.[CH2:19](I)I, predict the reaction product. (4) The product is: [F:1][C:2]1[CH:7]=[CH:6][CH:5]=[C:4]([N+:8]([O-:10])=[O:9])[C:3]=1[N:12]1[CH2:21][CH2:20][CH:15]([C:16]([O:18][CH3:19])=[O:17])[CH2:14][CH2:13]1. Given the reactants [F:1][C:2]1[C:3](F)=[C:4]([N+:8]([O-:10])=[O:9])[CH:5]=[CH:6][CH:7]=1.[NH:12]1[CH2:21][CH2:20][CH:15]([C:16]([O:18][CH3:19])=[O:17])[CH2:14][CH2:13]1.C(N(C(C)C)CC)(C)C, predict the reaction product. (5) Given the reactants CC(C)([O-])C.[K+].Cl.[F:8][C:9]1[CH:18]=[C:17]2[C:12]([CH2:13][CH2:14][NH:15][CH2:16]2)=[CH:11][CH:10]=1.Br[C:20]1[CH:25]=[C:24]([CH3:26])[C:23]([NH:27][C:28](=[O:34])[CH2:29][C:30]([CH3:33])([CH3:32])[CH3:31])=[C:22]([Cl:35])[CH:21]=1, predict the reaction product. The product is: [Cl:35][C:22]1[CH:21]=[C:20]([N:15]2[CH2:14][CH2:13][C:12]3[C:17](=[CH:18][C:9]([F:8])=[CH:10][CH:11]=3)[CH2:16]2)[CH:25]=[C:24]([CH3:26])[C:23]=1[NH:27][C:28](=[O:34])[CH2:29][C:30]([CH3:32])([CH3:31])[CH3:33]. (6) Given the reactants Cl.[CH2:2]([O:4][C:5]1[CH:6]=[C:7]2[C:12](=[C:13]3[CH2:17][C:16]([CH3:19])([CH3:18])[O:15][C:14]=13)[C:11]([C:20]1[CH:21]=[C:22]([CH:26]=[CH:27][CH:28]=1)[C:23](O)=[O:24])=[N:10][C:9]([CH3:30])([CH3:29])[CH2:8]2)[CH3:3].O.ON1C2C=CC=CC=2N=N1.Cl.[CH2:43]([N:45]=[C:46]=NCCCN(C)C)C.CNC, predict the reaction product. The product is: [CH2:2]([O:4][C:5]1[CH:6]=[C:7]2[C:12](=[C:13]3[CH2:17][C:16]([CH3:18])([CH3:19])[O:15][C:14]=13)[C:11]([C:20]1[CH:21]=[C:22]([CH:26]=[CH:27][CH:28]=1)[C:23]([N:45]([CH3:46])[CH3:43])=[O:24])=[N:10][C:9]([CH3:30])([CH3:29])[CH2:8]2)[CH3:3]. (7) Given the reactants Cl[CH2:2][C:3]1[N:12]([C:13]2[CH:18]=[CH:17][CH:16]=[CH:15][C:14]=2[Cl:19])[C:11](=[O:20])[C:10]2[C:5](=[CH:6][CH:7]=[CH:8][C:9]=2[CH3:21])[N:4]=1.[N:22]1[C:30]([NH2:31])=[C:29]2[C:25]([N:26]=[CH:27][NH:28]2)=[N:24][CH:23]=1.C([O-])([O-])=O.[K+].[K+], predict the reaction product. The product is: [NH2:31][C:30]1[N:22]=[CH:23][N:24]=[C:25]2[C:29]=1[N:28]=[CH:27][N:26]2[CH2:2][C:3]1[N:12]([C:13]2[CH:18]=[CH:17][CH:16]=[CH:15][C:14]=2[Cl:19])[C:11](=[O:20])[C:10]2[C:5](=[CH:6][CH:7]=[CH:8][C:9]=2[CH3:21])[N:4]=1. (8) Given the reactants C[O:2][C:3](=[O:28])[C:4]1[CH:9]=[CH:8][C:7]([NH:10][C:11]2[N:16]=[C:15]([NH:17][C:18]3[CH:23]=[CH:22][C:21]([C:24]([F:27])([F:26])[F:25])=[CH:20][CH:19]=3)[CH:14]=[CH:13][N:12]=2)=[CH:6][CH:5]=1.[OH-].[Na+], predict the reaction product. The product is: [F:27][C:24]([F:25])([F:26])[C:21]1[CH:20]=[CH:19][C:18]([NH:17][C:15]2[CH:14]=[CH:13][N:12]=[C:11]([NH:10][C:7]3[CH:8]=[CH:9][C:4]([C:3]([OH:28])=[O:2])=[CH:5][CH:6]=3)[N:16]=2)=[CH:23][CH:22]=1. (9) Given the reactants Br[C:2]1[CH:3]=[C:4]([N:8]2[C:16]3[C:11](=[CH:12][C:13]([O:17][CH3:18])=[CH:14][CH:15]=3)[C:10]([C:19]([O:21][CH3:22])=[O:20])=[N:9]2)[CH:5]=[CH:6][CH:7]=1.[C:23]([C@:25]1([OH:32])[CH2:29][CH2:28][N:27]([CH3:30])[C:26]1=[O:31])#[CH:24], predict the reaction product. The product is: [OH:32][C@@:25]1([C:23]#[C:24][C:2]2[CH:3]=[C:4]([N:8]3[C:16]4[C:11](=[CH:12][C:13]([O:17][CH3:18])=[CH:14][CH:15]=4)[C:10]([C:19]([O:21][CH3:22])=[O:20])=[N:9]3)[CH:5]=[CH:6][CH:7]=2)[CH2:29][CH2:28][N:27]([CH3:30])[C:26]1=[O:31]. (10) Given the reactants CC1[N:3]([C:8]2[CH:18]=[C:11]3[CH:12]([CH3:17])[N:13]([CH3:16])[CH2:14][CH2:15][N:10]3[N:9]=2)C(C)=CC=1.NO.Cl, predict the reaction product. The product is: [CH3:17][CH:12]1[N:13]([CH3:16])[CH2:14][CH2:15][N:10]2[N:9]=[C:8]([NH2:3])[CH:18]=[C:11]12.